Dataset: Reaction yield outcomes from USPTO patents with 853,638 reactions. Task: Predict the reaction yield, written as a fraction of the theoretical maximum amount of product (1.0 means a 100% yield; for example, 0.34 means a 34% yield). (1) The reactants are [CH3:1][O:2][C:3]1[CH:4]=[C:5]([C:9]2[CH:14]=[CH:13][C:12]([CH2:15][C:16](O)=[O:17])=[C:11]([N+:19]([O-])=O)[CH:10]=2)[CH:6]=[CH:7][CH:8]=1.CCCCCC. The catalyst is CO.[Pd].C(O)(=O)C. The product is [CH3:1][O:2][C:3]1[CH:4]=[C:5]([C:9]2[CH:10]=[C:11]3[C:12]([CH2:15][C:16](=[O:17])[NH:19]3)=[CH:13][CH:14]=2)[CH:6]=[CH:7][CH:8]=1. The yield is 0.750. (2) The reactants are [F:1][C:2]1[CH:7]=[C:6]([F:8])[CH:5]=[CH:4][C:3]=1[C:9]([OH:30])([CH2:24][N:25]1[CH:29]=[N:28][N:27]=[N:26]1)[C:10]([C:13]1[N:18]=[CH:17][C:16](/[CH:19]=[CH:20]\[C:21](=[O:23])[CH3:22])=[CH:15][CH:14]=1)([F:12])[F:11].[BH4-].[Na+]. The catalyst is CO. The product is [F:1][C:2]1[CH:7]=[C:6]([F:8])[CH:5]=[CH:4][C:3]=1[C:9]([OH:30])([CH2:24][N:25]1[CH:29]=[N:28][N:27]=[N:26]1)[C:10]([C:13]1[N:18]=[CH:17][C:16](/[CH:19]=[CH:20]/[CH:21]([OH:23])[CH3:22])=[CH:15][CH:14]=1)([F:12])[F:11]. The yield is 0.500. (3) The reactants are [CH2:1]([O:3][C:4]([C:6]1[NH:7][C:8]([CH:19]=O)=[C:9]([CH2:12][CH2:13][C:14]([O:16][CH2:17][CH3:18])=[O:15])[C:10]=1[CH3:11])=[O:5])[CH3:2].[Cl:21][C:22]1[CH:23]=[C:24]2[C:28](=[CH:29][CH:30]=1)[NH:27][C:26](=[O:31])[CH2:25]2. The catalyst is N1CCCCC1.C(O)C. The product is [CH2:1]([O:3][C:4]([C:6]1[NH:7][C:8]([CH:19]=[C:25]2[C:24]3[C:28](=[CH:29][CH:30]=[C:22]([Cl:21])[CH:23]=3)[NH:27][C:26]2=[O:31])=[C:9]([CH2:12][CH2:13][C:14]([O:16][CH2:17][CH3:18])=[O:15])[C:10]=1[CH3:11])=[O:5])[CH3:2]. The yield is 0.860. (4) The reactants are [Cl:1][C:2]1[CH:7]=[CH:6][CH:5]=[CH:4][C:3]=1[C:8]1[O:12][C:11]([I:13])=[N:10][C:9]=1[C:14]([OH:16])=O.C1C=CC2N(O)N=[N:23]C=2C=1.CCN=C=NCCCN(C)C.[NH4+].[OH-]. The catalyst is C(Cl)Cl.CN(C=O)C.O1CCOCC1.CCOC(C)=O. The product is [Cl:1][C:2]1[CH:7]=[CH:6][CH:5]=[CH:4][C:3]=1[C:8]1[O:12][C:11]([I:13])=[N:10][C:9]=1[C:14]([NH2:23])=[O:16]. The yield is 0.850. (5) The reactants are [CH2:1]([C:3]1([CH2:26][CH2:27][OH:28])[C:8]2[NH:9][C:10]3[C:15]([C:7]=2[CH2:6][CH2:5][O:4]1)=[CH:14][C:13]([CH2:16][CH2:17][C:18](OCC)=[O:19])=[CH:12][C:11]=3[CH:23]([CH3:25])[CH3:24])[CH3:2].[H-].[H-].[H-].[H-].[Li+].[Al+3]. The catalyst is C(OCC)C. The product is [CH2:1]([C:3]1([CH2:26][CH2:27][OH:28])[C:8]2[NH:9][C:10]3[C:15]([C:7]=2[CH2:6][CH2:5][O:4]1)=[CH:14][C:13]([CH2:16][CH2:17][CH2:18][OH:19])=[CH:12][C:11]=3[CH:23]([CH3:24])[CH3:25])[CH3:2]. The yield is 0.200. (6) The reactants are FC(F)(F)CC1C=NC2C=CC=CC=2O1.[CH2:16]([C@H:20]1[N:25]([CH2:26][C:27]([F:30])([F:29])[F:28])[C:24]2[CH:31]=[CH:32][C:33]([N+:35]([O-])=O)=[CH:34][C:23]=2[O:22][CH2:21]1)[CH:17]([CH3:19])[CH3:18]. The catalyst is C(OCC)(=O)C.[Pd]. The product is [NH2:35][C:33]1[CH:32]=[CH:31][C:24]2[N:25]([CH2:26][C:27]([F:30])([F:29])[F:28])[C@H:20]([CH2:16][CH:17]([CH3:19])[CH3:18])[CH2:21][O:22][C:23]=2[CH:34]=1. The yield is 0.650. (7) The reactants are C(Cl)(=O)OC.C(N(CC)CC)C.[CH2:13]([C:15]1[C:20]([O:21]C(OC)=O)=[CH:19][C:18]([O:26]C(OC)=O)=[C:17]([C:31]2[CH:36]=[CH:35][CH:34]=[C:33]([O:37][CH3:38])[CH:32]=2)[C:16]=1[CH2:39][C:40]([O:42][CH3:43])=[O:41])[CH3:14].[BH4-].[Na+].N. The catalyst is CO.O1CCCC1.O. The product is [CH2:13]([C:15]1[C:20]([OH:21])=[CH:19][C:18]([OH:26])=[C:17]([C:31]2[CH:36]=[CH:35][CH:34]=[C:33]([O:37][CH3:38])[CH:32]=2)[C:16]=1[CH2:39][C:40]([O:42][CH3:43])=[O:41])[CH3:14]. The yield is 0.550. (8) The reactants are [ClH:1].[CH:2]1([C:5](=[O:34])[CH:6]([N:14]2[CH2:19][CH2:18][CH:17]([SH:20])/[C:16](=[CH:21]/[C:22]3[N:26]([CH2:27][CH2:28][C:29]([O:31]CC)=[O:30])[N:25]=[N:24][CH:23]=3)/[CH2:15]2)[C:7]2[CH:12]=[CH:11][CH:10]=[CH:9][C:8]=2[F:13])[CH2:4][CH2:3]1.Cl. The catalyst is C(#N)C. The product is [ClH:1].[C:29]([CH2:28][CH2:27][N:26]1[C:22](/[CH:21]=[C:16]2\[CH2:15][N:14]([CH:6]([C:7]3[CH:12]=[CH:11][CH:10]=[CH:9][C:8]=3[F:13])[C:5]([CH:2]3[CH2:4][CH2:3]3)=[O:34])[CH2:19][CH2:18][CH:17]\2[SH:20])=[CH:23][N:24]=[N:25]1)([OH:31])=[O:30]. The yield is 0.870. (9) The reactants are Cl[C:2]1[N:7]=[C:6](Cl)[C:5]([F:9])=[CH:4][N:3]=1.[N+:10]([C:13]1[CH:14]=[C:15]([CH:17]=[CH:18][CH:19]=1)[NH2:16])([O-:12])=[O:11]. The catalyst is CO.O. The product is [N+:10]([C:13]1[CH:14]=[C:15]([NH:16][C:2]2[N:7]=[C:6]([NH:16][C:15]3[CH:17]=[CH:18][CH:19]=[C:13]([N+:10]([O-:12])=[O:11])[CH:14]=3)[C:5]([F:9])=[CH:4][N:3]=2)[CH:17]=[CH:18][CH:19]=1)([O-:12])=[O:11]. The yield is 0.760. (10) The reactants are [C:1]([N:8]1[CH2:13][CH2:12][CH:11](O)[CH2:10][CH2:9]1)([O:3][C:4]([CH3:7])([CH3:6])[CH3:5])=[O:2].N1C=CN=C1.C1(P(C2C=CC=CC=2)C2C=CC=CC=2)C=CC=CC=1.[I:39]I. The catalyst is C1COCC1.C(OCC)(=O)C.[Cl-].[Na+].O.O. The product is [I:39][CH:11]1[CH2:12][CH2:13][N:8]([C:1]([O:3][C:4]([CH3:7])([CH3:6])[CH3:5])=[O:2])[CH2:9][CH2:10]1. The yield is 0.840.